From a dataset of Forward reaction prediction with 1.9M reactions from USPTO patents (1976-2016). Predict the product of the given reaction. The product is: [Br:15][C:12]1[CH:11]=[N:10][C:9]2=[N:16][N:6]([CH2:5][C:2]([NH:1][C:24](=[S:25])[C:23]3[CH:22]=[CH:21][C:20]([C:19]([F:18])([F:29])[F:30])=[CH:28][CH:27]=3)([C:3]#[N:4])[CH3:17])[N:7]=[C:8]2[C:13]=1[CH3:14]. Given the reactants [NH2:1][C:2]([CH3:17])([CH2:5][N:6]1[N:16]=[C:9]2[N:10]=[CH:11][C:12]([Br:15])=[C:13]([CH3:14])[C:8]2=[N:7]1)[C:3]#[N:4].[F:18][C:19]([F:30])([F:29])[C:20]1[CH:28]=[CH:27][C:23]([C:24](Cl)=[S:25])=[CH:22][CH:21]=1, predict the reaction product.